From a dataset of Reaction yield outcomes from USPTO patents with 853,638 reactions. Predict the reaction yield, written as a fraction of the theoretical maximum amount of product (1.0 means a 100% yield; for example, 0.34 means a 34% yield). (1) The reactants are [CH3:1][N:2]1[CH2:8][CH2:7][CH2:6][N:5]([CH:9]2[CH2:14][CH2:13][N:12](CC3C=CC=CC=3)[CH2:11][CH2:10]2)[CH2:4][CH2:3]1. The catalyst is [OH-].[OH-].[Pd+2]. The product is [CH3:1][N:2]1[CH2:8][CH2:7][CH2:6][N:5]([CH:9]2[CH2:14][CH2:13][NH:12][CH2:11][CH2:10]2)[CH2:4][CH2:3]1. The yield is 1.00. (2) The reactants are Br[C:2]1[CH:19]=[CH:18][C:5]([O:6][C:7]2[CH:16]=[CH:15][C:10]([C:11]([O:13][CH3:14])=[O:12])=[CH:9][C:8]=2[F:17])=[CH:4][C:3]=1[CH:20]=[O:21].CC([O-])=O.[K+].[B:27]1([B:27]2[O:31][C:30]([CH3:33])([CH3:32])[C:29]([CH3:35])([CH3:34])[O:28]2)[O:31][C:30]([CH3:33])([CH3:32])[C:29]([CH3:35])([CH3:34])[O:28]1.CCCCCC.CCOC(C)=O. The catalyst is O1CCOCC1.C1C=CC(P(C2C=CC=CC=2)[C-]2C=CC=C2)=CC=1.C1C=CC(P(C2C=CC=CC=2)[C-]2C=CC=C2)=CC=1.Cl[Pd]Cl.[Fe+2]. The product is [F:17][C:8]1[CH:9]=[C:10]([CH:15]=[CH:16][C:7]=1[O:6][C:5]1[CH:18]=[CH:19][C:2]([B:27]2[O:31][C:30]([CH3:33])([CH3:32])[C:29]([CH3:35])([CH3:34])[O:28]2)=[C:3]([CH:20]=[O:21])[CH:4]=1)[C:11]([O:13][CH3:14])=[O:12]. The yield is 0.840.